Predict the reactants needed to synthesize the given product. From a dataset of Full USPTO retrosynthesis dataset with 1.9M reactions from patents (1976-2016). (1) Given the product [F:1][C:2]([F:7])([F:6])[C:3]([OH:5])=[O:4].[CH2:2]([O:37][C:36](=[O:38])[CH:35]([C:10]1[CH:11]=[CH:12][C:13]([O:16][CH2:17][C@H:18]([OH:34])[CH2:19][NH:20][C:21]([CH3:33])([CH3:32])[CH2:22][CH:23]2[CH2:31][C:30]3[C:25](=[CH:26][CH:27]=[CH:28][CH:29]=3)[CH2:24]2)=[C:14]([Cl:15])[C:9]=1[Cl:8])[CH2:39][CH:40]=[CH2:41])[CH3:3], predict the reactants needed to synthesize it. The reactants are: [F:1][C:2]([F:7])([F:6])[C:3]([OH:5])=[O:4].[Cl:8][C:9]1[C:14]([Cl:15])=[C:13]([O:16][CH2:17][C@H:18]([OH:34])[CH2:19][NH:20][C:21]([CH3:33])([CH3:32])[CH2:22][CH:23]2[CH2:31][C:30]3[C:25](=[CH:26][CH:27]=[CH:28][CH:29]=3)[CH2:24]2)[CH:12]=[CH:11][C:10]=1[CH:35]([CH2:39][CH:40]=[CH2:41])[C:36]([OH:38])=[O:37].S(=O)(=O)(O)O. (2) Given the product [C:24]([CH:6]1[C:2](=[O:1])[CH2:3][N:4]([C:7]([O:9][C:10]([CH3:13])([CH3:12])[CH3:11])=[O:8])[CH2:5]1)(=[O:26])[CH3:25], predict the reactants needed to synthesize it. The reactants are: [O:1]=[C:2]1[CH2:6][CH2:5][N:4]([C:7]([O:9][C:10]([CH3:13])([CH3:12])[CH3:11])=[O:8])[CH2:3]1.C[Si]([N-][Si](C)(C)C)(C)C.[Na+].[C:24](OC(=O)C)(=[O:26])[CH3:25]. (3) Given the product [NH2:1][CH2:2][C:3]1[CH:11]=[CH:10][C:6]([CH2:7][OH:8])=[CH:5][CH:4]=1, predict the reactants needed to synthesize it. The reactants are: [NH2:1][CH2:2][C:3]1[CH:11]=[CH:10][C:6]([C:7](O)=[O:8])=[CH:5][CH:4]=1.[H-].[Al+3].[Li+].[H-].[H-].[H-].